Dataset: Reaction yield outcomes from USPTO patents with 853,638 reactions. Task: Predict the reaction yield, written as a fraction of the theoretical maximum amount of product (1.0 means a 100% yield; for example, 0.34 means a 34% yield). (1) The reactants are [C:1]1(/[C:7](/[CH:11]([CH3:13])[CH3:12])=[CH:8]/[CH2:9][OH:10])[CH:6]=[CH:5][CH:4]=[CH:3][CH:2]=1.[OH-].[K+]. The catalyst is C(O)C. The product is [C:1]1([C@@H:7]([CH:11]([CH3:13])[CH3:12])[CH2:8][CH2:9][OH:10])[CH:6]=[CH:5][CH:4]=[CH:3][CH:2]=1. The yield is 0.900. (2) The reactants are Cl[C:2]1[CH:7]=[C:6]([C:8]#[C:9][C:10]2[N:14]3[N:15]=[C:16]([C:19]4[CH:24]=[CH:23][C:22]([C:25]([N:27]5[CH2:32][CH2:31][O:30][CH2:29][CH2:28]5)=[O:26])=[CH:21][CH:20]=4)[CH:17]=[CH:18][C:13]3=[N:12][CH:11]=2)[CH:5]=[CH:4][N:3]=1.[NH:33](N)[C:34]1[CH:39]=[CH:38][CH:37]=[C:36]([CH3:40])[CH:35]=1. No catalyst specified. The product is [O:30]1[CH2:31][CH2:32][N:27]([C:25]([C:22]2[CH:23]=[CH:24][C:19]([C:16]3[CH:17]=[CH:18][C:13]4[N:14]([C:10]([C:9]#[C:8][C:6]5[CH:5]=[CH:4][N:3]=[C:2]([NH:33][C:34]6[CH:35]=[C:36]([CH3:40])[CH:37]=[CH:38][CH:39]=6)[CH:7]=5)=[CH:11][N:12]=4)[N:15]=3)=[CH:20][CH:21]=2)=[O:26])[CH2:28][CH2:29]1. The yield is 0.990. (3) The reactants are [H-].[Na+].[S:3]1[CH:7]=[C:6]([CH2:8][OH:9])[N:5]=[CH:4]1.Cl[C:11]1[C:16]([CH:17]2[CH2:22][CH2:21][N:20]([C:23]([O:25][C:26]([CH3:29])([CH3:28])[CH3:27])=[O:24])[CH2:19][CH2:18]2)=[CH:15][CH:14]=[CH:13][N:12]=1. The catalyst is O1CCOCC1.O. The product is [S:3]1[CH:7]=[C:6]([CH2:8][O:9][C:11]2[C:16]([CH:17]3[CH2:22][CH2:21][N:20]([C:23]([O:25][C:26]([CH3:29])([CH3:28])[CH3:27])=[O:24])[CH2:19][CH2:18]3)=[CH:15][CH:14]=[CH:13][N:12]=2)[N:5]=[CH:4]1. The yield is 0.664. (4) The reactants are [CH3:1][C:2]1([CH3:19])[CH2:6][O:5][C:4]2[CH:7]=[C:8]([CH3:18])[C:9]([C:11]3[CH:12]=[CH:13][C:14]([NH2:17])=[N:15][CH:16]=3)=[CH:10][C:3]1=2.[F:20][C:21]1[CH:29]=[CH:28][CH:27]=[C:26]([F:30])[C:22]=1[C:23](Cl)=[O:24].CCN(C(C)C)C(C)C.C([O-])(O)=O.[Na+].C(Cl)Cl. The catalyst is C(Cl)Cl. The product is [F:20][C:21]1[CH:29]=[CH:28][CH:27]=[C:26]([F:30])[C:22]=1[C:23]([NH:17][C:14]1[CH:13]=[CH:12][C:11]([C:9]2[C:8]([CH3:18])=[CH:7][C:4]3[O:5][CH2:6][C:2]([CH3:19])([CH3:1])[C:3]=3[CH:10]=2)=[CH:16][N:15]=1)=[O:24]. The yield is 0.510. (5) The reactants are [C:1]([N:5]1[C:10](=[O:11])[C:9]([Cl:12])=[C:8]([O:13][CH2:14][C:15]2[CH:20]=[CH:19][C:18]([O:21][CH:22]([CH2:35][CH3:36])[CH2:23]OS(C3C=CC(C)=CC=3)(=O)=O)=[CH:17][CH:16]=2)[CH:7]=[N:6]1)([CH3:4])([CH3:3])[CH3:2].[F-:37].[K+].C1N2CCOCCOCCN(CCOCCOCC2)CCOCCOC1. The catalyst is C(#N)C. The product is [C:1]([N:5]1[C:10](=[O:11])[C:9]([Cl:12])=[C:8]([O:13][CH2:14][C:15]2[CH:20]=[CH:19][C:18]([O:21][CH:22]([CH2:35][CH3:36])[CH2:23][F:37])=[CH:17][CH:16]=2)[CH:7]=[N:6]1)([CH3:4])([CH3:3])[CH3:2]. The yield is 0.650. (6) The reactants are [N:1]12[CH2:8][CH2:7][C:4]([C:9]([C:17]3[CH:22]=[CH:21][CH:20]=[CH:19][CH:18]=3)([C:11]3[CH:16]=[CH:15][CH:14]=[CH:13][CH:12]=3)[OH:10])([CH2:5][CH2:6]1)[CH2:3][CH2:2]2.[Br:23][CH2:24][CH2:25][O:26][CH2:27][C:28]1[CH:33]=[CH:32][C:31]([F:34])=[CH:30][CH:29]=1. The catalyst is CC#N.C(Cl)(Cl)Cl. The product is [Br-:23].[F:34][C:31]1[CH:30]=[CH:29][C:28]([CH2:27][O:26][CH2:25][CH2:24][N+:1]23[CH2:6][CH2:5][C:4]([C:9]([OH:10])([C:17]4[CH:22]=[CH:21][CH:20]=[CH:19][CH:18]=4)[C:11]4[CH:12]=[CH:13][CH:14]=[CH:15][CH:16]=4)([CH2:3][CH2:2]2)[CH2:7][CH2:8]3)=[CH:33][CH:32]=1. The yield is 0.160. (7) The reactants are [C:1]1(B(O)O)[CH:6]=[CH:5][CH:4]=[CH:3][CH:2]=1.Cl[C:11]1[C:15]([N+:16]([O-:18])=[O:17])=[CH:14][N:13]([C:19]2[CH:20]=[N:21][CH:22]=[CH:23][CH:24]=2)[N:12]=1.C(O)C.C(=O)([O-])[O-].[K+].[K+]. The catalyst is C1(C)C=CC=CC=1.C1C=CC([P]([Pd]([P](C2C=CC=CC=2)(C2C=CC=CC=2)C2C=CC=CC=2)([P](C2C=CC=CC=2)(C2C=CC=CC=2)C2C=CC=CC=2)[P](C2C=CC=CC=2)(C2C=CC=CC=2)C2C=CC=CC=2)(C2C=CC=CC=2)C2C=CC=CC=2)=CC=1. The product is [N+:16]([C:15]1[C:11]([C:1]2[CH:6]=[CH:5][CH:4]=[CH:3][CH:2]=2)=[N:12][N:13]([C:19]2[CH:20]=[N:21][CH:22]=[CH:23][CH:24]=2)[CH:14]=1)([O-:18])=[O:17]. The yield is 0.800.